From a dataset of Forward reaction prediction with 1.9M reactions from USPTO patents (1976-2016). Predict the product of the given reaction. (1) Given the reactants [CH:1]1([CH2:4][CH2:5][NH:6][C:7]([C:9]2[N:10]=[N:11][C:12](Cl)=[CH:13][CH:14]=2)=[O:8])[CH2:3][CH2:2]1.[CH2:16]1[C:20]2[CH2:21][NH:22][CH2:23][C:19]=2[CH2:18][N:17]1[C:24]([C:26]1[CH:31]=[CH:30][CH:29]=[CH:28][C:27]=1[C:32]([F:35])([F:34])[F:33])=[O:25].FC(F)(F)C([O-])=O, predict the reaction product. The product is: [CH:1]1([CH2:4][CH2:5][NH:6][C:7]([C:9]2[N:10]=[N:11][C:12]([N:22]3[CH2:23][C:19]4[CH2:18][N:17]([C:24](=[O:25])[C:26]5[CH:31]=[CH:30][CH:29]=[CH:28][C:27]=5[C:32]([F:34])([F:33])[F:35])[CH2:16][C:20]=4[CH2:21]3)=[CH:13][CH:14]=2)=[O:8])[CH2:3][CH2:2]1. (2) Given the reactants [NH2:1][C:2]1[N:7]2[C:8]3[N:22]=[CH:21][CH:20]=[CH:19][C:9]=3[C:10]([C:11]3[CH:16]=[CH:15][N:14]=[C:13]([S:17][CH3:18])[N:12]=3)=[C:6]2[CH:5]=[CH:4][N:3]=1.C(Cl)Cl.[O-:26]S([O-])(=S)=O.[Na+].[Na+].C([O-])([O-])=O.[Na+].[Na+], predict the reaction product. The product is: [NH2:1][C:2]1[N:7]2[C:8]3[N:22]=[CH:21][CH:20]=[CH:19][C:9]=3[C:10]([C:11]3[CH:16]=[CH:15][N:14]=[C:13]([S:17]([CH3:18])=[O:26])[N:12]=3)=[C:6]2[CH:5]=[CH:4][N:3]=1.